From a dataset of Drug-target binding data from BindingDB using Ki measurements. Regression. Given a target protein amino acid sequence and a drug SMILES string, predict the binding affinity score between them. We predict pKi (pKi = -log10(Ki in M); higher means stronger inhibition). Dataset: bindingdb_ki. (1) The small molecule is CC(Cc1ccccc1)Nc1ncnc2c1ncn2C1OC(CO)C(O)C1O. The target protein (P35342) has sequence MPVNSTAVSWTSVTYITVEILIGLCAIVGNVLVIWVVKLNPSLQTTTFYFIVSLALADIAVGVLVMPLAIVISLGVTIHFYSCLFMTCLMLIFTHASIMSLLAIAVDRYLRVKLTVRYRRVTTQRRIWLALGLCWLVSFLVGLTPMFGWNMKLSSADENLTFLPCRFRSVMRMDYMVYFSFFLWILVPLVVMCAIYFDIFYIIRNRLSQSFSGSRETGAFYGREFKTAKSLLLVLFLFALCWLPLSIINCILYFDGQVPQTVLYLGILLSHANSMMNPIVYAYKIKKFKETYLLILKACVMCQPSKSMDPSTEQTSE. The pKi is 8.1. (2) The small molecule is NC(=O)C1CCCN1C(=O)C(Cc1cnc[nH]1)NC(=O)C1CCC(=O)N1. The target protein sequence is MENQTLSIGMQSINATGMNETVGSMPQIALEVQVVTISLVLLICGVGIAGNIMVVLVVLRTKHMMTPTNCYLVSLAIADLIVLLAAGLPNISEVVASWVYGYVGCLCITYLQYLGINISACSITAFTVERYIAICHSIKAQFICTVSRAKKIIAFVWFFTSMYCVMWFFLVDITEVKFADGVQVNCGYRVSRNLYTPIYFLDFTIFYVIPLVLATVLYGLIARILFMNPLPSNPQDLSRMSSKHYGKPYNSIKLSGKGNKNTASSRKQVTKMLAVVVILFALLWMPYRTLVVVNSFMDPPYLNVWFVLFCRLCIYLNSAINPIIYNLMSQKFRAAFKNLCKCEQKRTEKAAKYNVPVYYSVMKDSSHESPDHDVTVQEDLNGFPAKKVNFTQKCVDTTTTYSVA. The pKi is 5.0. (3) The drug is CC(C)c1nc(CN(C)C(=O)N[C@H](C(=O)N[C@@H](Cc2ccccc2)C[C@H](O)[C@H](Cc2ccccc2)NC(=O)OCc2cncs2)C(C)C)cs1. The target protein sequence is PQITLWQRPLVTIKIGGQLKEALLDTGADNTVLEEISLPGRWKPKMIGGIGGFIKVRQYDQILIEICGHKVIGTVLVGPTPVNIIGRNLLTQIGCTLNF. The pKi is 7.9. (4) The small molecule is CCOC1N([C@H]2C[C@H](O)[C@@H](CO)O2)C(=O)NC(=O)C1(C)Br. The target protein sequence is MLLRSLRSWAARSLRSMGPGSSGSPGSLDSGAGPLWAPRRACPPDKDREKDKEKKAVVCIEGNIASGKTTCLEFFSNTTDVEVLMEPVLKWRNVHGHNPLSLMYHNASRWGLTLQTYVQLTMLDQHTRPQMSPVRLMERSIYSARYIFVENLYRSGKMPEVDYAILSEWFDWIIKNIDVSVDLIVYLRTTPEICYQRLKMRCREEEKVIPVEYLSAIHHLYEEWLVTGSLFPAAAPVLVIEADHNLEKMLELFEQNRARILTPENWKHGP. The pKi is 5.0. (5) The compound is CN1CC[C@]23c4c5ccc(O)c4O[C@H]2[C@@H](O)C=C[C@H]3[C@H]1C5. The target protein sequence is PYLGSNDIQYEDIKSDMASKLGYFPQKFPLTSFRGSPFQEKMTAGDNPQLVPADQVNITEFYNKSLSSYKENEENIQCGENFMDMECFMILNPSQQLAIAVLSLTLGTFTVLENLLVLCVILHSRSLRCRPSYHFIGSLAVADLLGSVIFVYSFVDFHVFHRKDSPNVFLFKLGGVTASFTASVGSLFLTAIDRYISIHRPLAYKRIVTRPKAVVAFCLMWTIAIVIAVLPLLGWNCKKLQSVCSDIFPLIDETYLMFWIGVTSVLLLFIVYAYMYILWKAHSHAVRMIQRGTQKSIIIHTSEDGKVQVTRPDQARMDIRLAKTLVLILVVLIICWGPLLAIMVYDVFGKMNKLIKTVFAFCSMLCLLNSTVNPIIYALRSKDLRHAFRSMFPSCE. The pKi is 6.0. (6) The small molecule is CCOP(=O)(Cc1ccc(NC(=O)CCCNC(=O)[C@H]2O[C@@H](n3ccc(=O)[nH]c3=O)[C@H](O)[C@@H]2O)cc1)OCC. The target protein (P49961) has sequence MEDTKESNVKTFCSKNILAILGFSSIIAVIALLAVGLTQNKALPENVKYGIVLDAGSSHTSLYIYKWPAEKENDTGVVHQVEECRVKGPGISKFVQKVNEIGIYLTDCMERAREVIPRSQHQETPVYLGATAGMRLLRMESEELADRVLDVVERSLSNYPFDFQGARIITGQEEGAYGWITINYLLGKFSQKTRWFSIVPYETNNQETFGALDLGGASTQVTFVPQNQTIESPDNALQFRLYGKDYNVYTHSFLCYGKDQALWQKLAKDIQVASNEILRDPCFHPGYKKVVNVSDLYKTPCTKRFEMTLPFQQFEIQGIGNYQQCHQSILELFNTSYCPYSQCAFNGIFLPPLQGDFGAFSAFYFVMKFLNLTSEKVSQEKVTEMMKKFCAQPWEEIKTSYAGVKEKYLSEYCFSGTYILSLLLQGYHFTADSWEHIHFIGKIQGSDAGWTLGYMLNLTNMIPAEQPLSTPLSHSTYVFLMVLFSLVLFTVAIIGLLIFH.... The pKi is 3.7. (7) The small molecule is CCCCCCCC/C=C\CCCCCCCC(=O)NCCO. The target protein (P12710) has sequence MNFSGKYQLQSQENFEPFMKAIGLPEDLIQKGKDIKGVSEIVHEGKKIKLTITYGPKVVRNEFTLGEECELETMTGEKVKAVVKLEGDNKMVTTFKGIKSVTELNGDTITNTMTLGDIVYKRVSKRI. The pKi is 7.4.